This data is from Reaction yield outcomes from USPTO patents with 853,638 reactions. The task is: Predict the reaction yield, written as a fraction of the theoretical maximum amount of product (1.0 means a 100% yield; for example, 0.34 means a 34% yield). (1) The reactants are C(P1(=O)OP(CCC)(=O)OP(CCC)(=O)O1)CC.[CH2:19]([N:26]1[CH2:49][CH:48]([C:50]([OH:52])=O)[O:47][C:28]2([CH2:33][CH2:32][N:31]([C:34](=[O:46])[C:35]3[CH:40]=[CH:39][C:38]([O:41][CH:42]([CH3:44])[CH3:43])=[C:37]([CH3:45])[CH:36]=3)[CH2:30][CH2:29]2)[CH2:27]1)[C:20]1[CH:25]=[CH:24][CH:23]=[CH:22][CH:21]=1.O[N:54]=[C:55]([NH2:57])[CH3:56].C(N(CC)CC)C. The catalyst is CC1CCCO1. The product is [CH2:19]([N:26]1[CH2:49][CH:48]([C:50]2[O:52][N:57]=[C:55]([CH3:56])[N:54]=2)[O:47][C:28]2([CH2:33][CH2:32][N:31]([C:34]([C:35]3[CH:40]=[CH:39][C:38]([O:41][CH:42]([CH3:43])[CH3:44])=[C:37]([CH3:45])[CH:36]=3)=[O:46])[CH2:30][CH2:29]2)[CH2:27]1)[C:20]1[CH:25]=[CH:24][CH:23]=[CH:22][CH:21]=1. The yield is 0.390. (2) The reactants are [CH3:1][C:2]([C:4]1[CH:9]=[CH:8][C:7]([F:10])=[CH:6][CH:5]=1)=[O:3].[CH2:11]([O:13][C:14](=O)[O:15]CC)[CH3:12].[H-].[Na+]. The catalyst is C(O)C. The product is [F:10][C:7]1[CH:8]=[CH:9][C:4]([C:2](=[O:3])[CH2:1][C:14]([O:13][CH2:11][CH3:12])=[O:15])=[CH:5][CH:6]=1. The yield is 0.830.